Dataset: Catalyst prediction with 721,799 reactions and 888 catalyst types from USPTO. Task: Predict which catalyst facilitates the given reaction. (1) Reactant: I[C:2]1[C:10]2[C:5](=[N:6][CH:7]=[N:8][C:9]=2[NH2:11])[N:4]([C@H:12]2[CH2:17][CH2:16][C@@H:15]([N:18]3[CH2:23][CH2:22][N:21]([CH3:24])[CH2:20][CH2:19]3)[CH2:14][CH2:13]2)[N:3]=1.[CH2:25]([O:32][C:33]1[CH:38]=[CH:37][C:36](B(O)O)=[CH:35][CH:34]=1)[C:26]1[CH:31]=[CH:30][CH:29]=[CH:28][CH:27]=1.C(=O)([O-])[O-].[Na+].[Na+]. Product: [CH2:25]([O:32][C:33]1[CH:38]=[CH:37][C:36]([C:2]2[C:10]3[C:5](=[N:6][CH:7]=[N:8][C:9]=3[NH2:11])[N:4]([C@H:12]3[CH2:17][CH2:16][C@@H:15]([N:18]4[CH2:23][CH2:22][N:21]([CH3:24])[CH2:20][CH2:19]4)[CH2:14][CH2:13]3)[N:3]=2)=[CH:35][CH:34]=1)[C:26]1[CH:31]=[CH:30][CH:29]=[CH:28][CH:27]=1. The catalyst class is: 108. (2) Reactant: [F:1][C:2]1[CH:7]=[C:6]([I:8])[CH:5]=[CH:4][C:3]=1[N:9]1[C:14]([NH:15][CH3:16])=[CH:13][C:12](=[O:17])[N:11]([CH3:18])[C:10]1=[O:19].[CH3:20][CH:21]([C:25]([OH:27])=O)[C:22]([OH:24])=O. Product: [F:1][C:2]1[CH:7]=[C:6]([I:8])[CH:5]=[CH:4][C:3]=1[N:9]1[C:14]2[N:15]([CH3:16])[C:25](=[O:27])[C:21]([CH3:20])=[C:22]([OH:24])[C:13]=2[C:12](=[O:17])[N:11]([CH3:18])[C:10]1=[O:19]. The catalyst class is: 152. (3) Reactant: Cl[CH2:2][C:3]1[N:4]=[C:5]2[S:12][C:11]([CH3:13])=[C:10]([CH:14]3[CH2:19][CH2:18][CH2:17][CH2:16][CH2:15]3)[N:6]2[C:7](=[O:9])[CH:8]=1.C(=O)([O-])[O-].[K+].[K+].[I-].[K+].[CH2:28]([NH:30][C:31]1[CH:36]=[CH:35][C:34]([F:37])=[CH:33][CH:32]=1)[CH3:29]. Product: [CH:14]1([C:10]2[N:6]3[C:7](=[O:9])[CH:8]=[C:3]([CH2:2][N:30]([CH2:28][CH3:29])[C:31]4[CH:36]=[CH:35][C:34]([F:37])=[CH:33][CH:32]=4)[N:4]=[C:5]3[S:12][C:11]=2[CH3:13])[CH2:19][CH2:18][CH2:17][CH2:16][CH2:15]1. The catalyst class is: 10. (4) Reactant: [Br:1][C:2]1[CH:11]=[C:10]2[C:5]([C:6]([C:13](=O)[CH2:14]Br)=[CH:7][C:8](=[O:12])[O:9]2)=[CH:4][CH:3]=1.[C:17]([NH2:20])(=[S:19])[CH3:18]. Product: [Br:1][C:2]1[CH:11]=[C:10]2[C:5]([C:6]([C:13]3[N:20]=[C:17]([CH3:18])[S:19][CH:14]=3)=[CH:7][C:8](=[O:12])[O:9]2)=[CH:4][CH:3]=1. The catalyst class is: 9. (5) Reactant: FC(F)(F)C(O)=O.[CH3:8][C:9]1[N:10]=[C:11]([NH:14][C:15]2[C:20]([O:21][CH2:22][C:23]3[CH:24]=[C:25]([CH:31]=[CH:32][CH:33]=3)[O:26][CH2:27][C:28]([OH:30])=O)=[CH:19][CH:18]=[CH:17][N:16]=2)[S:12][CH:13]=1.C(N(CC)CC)C.[Cl:41]C(OCC)=O.[CH3:47][N:48]1[CH2:53][CH2:52][NH:51][CH2:50][CH2:49]1.[ClH:54]. Product: [ClH:41].[ClH:54].[CH3:47][N:48]1[CH2:53][CH2:52][N:51]([C:28](=[O:30])[CH2:27][O:26][C:25]2[CH:31]=[CH:32][CH:33]=[C:23]([CH2:22][O:21][C:20]3[C:15]([NH:14][C:11]4[S:12][CH:13]=[C:9]([CH3:8])[N:10]=4)=[N:16][CH:17]=[CH:18][CH:19]=3)[CH:24]=2)[CH2:50][CH2:49]1. The catalyst class is: 90.